Dataset: Full USPTO retrosynthesis dataset with 1.9M reactions from patents (1976-2016). Task: Predict the reactants needed to synthesize the given product. (1) Given the product [Br:1][C:2]1[CH:3]=[CH:4][C:5]([C:9]2[CH:14]=[CH:13][CH:12]=[CH:11][CH:10]=2)=[N:6][CH:7]=1, predict the reactants needed to synthesize it. The reactants are: [Br:1][C:2]1[CH:3]=[CH:4][C:5](I)=[N:6][CH:7]=1.[C:9]1(B(O)O)[CH:14]=[CH:13][CH:12]=[CH:11][CH:10]=1.C(=O)([O-])[O-].[K+].[K+].COCCOC. (2) Given the product [CH2:1]([O:8][C:9]1[C:10]([Br:22])=[CH:11][CH:12]=[C:13]2[C:18]=1[N:17]=[C:16]([C:19]([O:21][CH2:25][C:26]1[CH:31]=[CH:30][CH:29]=[CH:28][CH:27]=1)=[O:20])[CH:15]=[CH:14]2)[C:2]1[CH:3]=[CH:4][CH:5]=[CH:6][CH:7]=1, predict the reactants needed to synthesize it. The reactants are: [CH2:1]([O:8][C:9]1[C:10]([Br:22])=[CH:11][CH:12]=[C:13]2[C:18]=1[N:17]=[C:16]([C:19]([OH:21])=[O:20])[CH:15]=[CH:14]2)[C:2]1[CH:7]=[CH:6][CH:5]=[CH:4][CH:3]=1.[H-].[Na+].[CH2:25](Br)[C:26]1[CH:31]=[CH:30][CH:29]=[CH:28][CH:27]=1.CCOC(C)=O. (3) Given the product [C:1]([C:3]1[CH:8]=[CH:7][C:6]([CH:9]2[C:14]([C:15]([OH:17])=[O:16])=[C:13]([CH3:21])[N:12]([C:22]3[CH:27]=[CH:26][CH:25]=[C:24]([C:28]([F:29])([F:31])[F:30])[CH:23]=3)[C:11](=[O:32])[NH:10]2)=[C:5]([S:33]([C:36]2[CH:41]=[CH:40][CH:39]=[CH:38][CH:37]=2)(=[O:34])=[O:35])[CH:4]=1)#[N:2], predict the reactants needed to synthesize it. The reactants are: [C:1]([C:3]1[CH:8]=[CH:7][C:6]([CH:9]2[C:14]([C:15]([O:17]CC=C)=[O:16])=[C:13]([CH3:21])[N:12]([C:22]3[CH:27]=[CH:26][CH:25]=[C:24]([C:28]([F:31])([F:30])[F:29])[CH:23]=3)[C:11](=[O:32])[NH:10]2)=[C:5]([S:33]([C:36]2[CH:41]=[CH:40][CH:39]=[CH:38][CH:37]=2)(=[O:35])=[O:34])[CH:4]=1)#[N:2].N1CCOCC1. (4) The reactants are: Cl[C:2]1[C:11]2[C:6](=[CH:7][C:8]([O:16][CH2:17][CH3:18])=[C:9]([NH:12]C(=O)C)[CH:10]=2)[N:5]=[CH:4][C:3]=1[C:19]#[N:20].[C:21]([C:23]1[CH:24]=[C:25]([CH:27]=[CH:28][CH:29]=1)[NH2:26])#[CH:22].CS(O)(=O)=O.Cl. Given the product [NH2:12][C:9]1[CH:10]=[C:11]2[C:6](=[CH:7][C:8]=1[O:16][CH2:17][CH3:18])[N:5]=[CH:4][C:3]([C:19]#[N:20])=[C:2]2[NH:26][C:25]1[CH:27]=[CH:28][CH:29]=[C:23]([C:21]#[CH:22])[CH:24]=1, predict the reactants needed to synthesize it. (5) Given the product [CH3:12][N:13]1[CH2:14][CH2:15][N:16]([C:19]2[CH:24]=[C:23]([C:25]3[CH:34]=[C:33]4[C:28]([CH2:29][CH2:30][N:31]([C:5](=[O:6])[CH2:4][CH:3]([CH3:8])[C:2]([F:10])([F:9])[F:1])[CH2:32]4)=[CH:27][CH:26]=3)[N:22]=[C:21]([NH2:35])[N:20]=2)[CH2:17][CH2:18]1, predict the reactants needed to synthesize it. The reactants are: [F:1][C:2]([F:10])([F:9])[CH:3]([CH3:8])[CH2:4][C:5](O)=[O:6].Cl.[CH3:12][N:13]1[CH2:18][CH2:17][N:16]([C:19]2[CH:24]=[C:23]([C:25]3[CH:34]=[C:33]4[C:28]([CH2:29][CH2:30][NH:31][CH2:32]4)=[CH:27][CH:26]=3)[N:22]=[C:21]([NH2:35])[N:20]=2)[CH2:15][CH2:14]1.